This data is from hERG Central: cardiac toxicity at 1µM, 10µM, and general inhibition. The task is: Predict hERG channel inhibition at various concentrations. (1) The compound is Fc1ccc(CN2CCCN(Cc3nc(-c4ccc5c(c4)OCO5)no3)CC2)cc1. Results: hERG_inhib (hERG inhibition (general)): blocker. (2) The compound is OC(CSc1ccccc1Cl)CN1CCN(c2ccc(F)cc2)CC1. Results: hERG_inhib (hERG inhibition (general)): blocker. (3) The drug is CC1(C)CC(=O)C2=C(C1)Oc1ncn(Cc3ccco3)c(=N)c1C2c1ccccc1. Results: hERG_inhib (hERG inhibition (general)): blocker. (4) The compound is CN1CCN(c2nc(-c3ccco3)cc(C(F)(F)F)n2)CC1. Results: hERG_inhib (hERG inhibition (general)): blocker. (5) The drug is O=C1CC(C(=O)N2CCN(c3ccc(F)cc3)CC2)CN1CCc1ccccc1. Results: hERG_inhib (hERG inhibition (general)): blocker. (6) Results: hERG_inhib (hERG inhibition (general)): blocker. The molecule is COc1ccc(F)cc1C(=O)C1CCCN(Cc2c[nH]c3ccccc23)C1. (7) The molecule is Cc1ccc(C(=O)c2c3ccc([N+](=O)[O-])cc3[n+]([O-])n2CCC[NH3+])cc1.O=C([O-])C(F)(F)F. Results: hERG_inhib (hERG inhibition (general)): blocker.